From a dataset of M1 muscarinic receptor antagonist screen with 61,756 compounds. Binary Classification. Given a drug SMILES string, predict its activity (active/inactive) in a high-throughput screening assay against a specified biological target. The molecule is S(CCN1CCOCC1)c1[nH]c2c(n1)cccc2. The result is 0 (inactive).